From a dataset of Reaction yield outcomes from USPTO patents with 853,638 reactions. Predict the reaction yield, written as a fraction of the theoretical maximum amount of product (1.0 means a 100% yield; for example, 0.34 means a 34% yield). (1) The reactants are [Cl:1][C:2]1[CH:8]=[CH:7][C:5]([NH2:6])=[C:4]([F:9])[CH:3]=1.[N:10]([O-])=O.[Na+].C([O-])(=O)C.[Na+].[C:19]([CH2:22][C:23](=[O:25])[CH3:24])(=[O:21])[CH3:20]. The catalyst is C(O)(=O)C.Cl.O. The product is [Cl:1][C:2]1[CH:8]=[CH:7][C:5]([NH:6][N:10]=[C:22]([C:23](=[O:25])[CH3:24])[C:19](=[O:21])[CH3:20])=[C:4]([F:9])[CH:3]=1. The yield is 0.570. (2) The reactants are ClCCl.C[O:5][C:6]1[CH:7]=[CH:8][C:9]2[NH:14][C:13](=[O:15])[O:12][C:11]([CH3:17])([CH3:16])[C:10]=2[CH:18]=1.B(Br)(Br)Br.ClCCl. The catalyst is O. The product is [OH:5][C:6]1[CH:7]=[CH:8][C:9]2[NH:14][C:13](=[O:15])[O:12][C:11]([CH3:16])([CH3:17])[C:10]=2[CH:18]=1. The yield is 0.960. (3) The reactants are [Cl:1][C:2]1[CH:15]=[C:14]([Cl:16])[C:13]([O:17][C:18]2[N:22]([CH3:23])[N:21]=[C:20]([CH3:24])[C:19]=2[CH:25]=[CH:26][CH3:27])=[CH:12][C:3]=1[O:4][CH:5]([CH3:11])[C:6]([O:8][CH2:9][CH3:10])=[O:7]. The catalyst is O1CCCC1.C(O)C. The product is [Cl:1][C:2]1[CH:15]=[C:14]([Cl:16])[C:13]([O:17][C:18]2[N:22]([CH3:23])[N:21]=[C:20]([CH3:24])[C:19]=2[CH2:25][CH2:26][CH3:27])=[CH:12][C:3]=1[O:4][CH:5]([CH3:11])[C:6]([O:8][CH2:9][CH3:10])=[O:7]. The yield is 0.930. (4) The reactants are C1C(=O)N(OC(ON2C(=O)CCC2=O)=O)[C:3](=[O:4])C1.N1C=CC=CC=1.[NH2:25][C:26]1[CH:35]=[CH:34][CH:33]=[C:32]2[C:27]=1[CH2:28][NH:29][C:30](=[O:37])[N:31]2[CH3:36].C(N(CC)C(C)C)(C)C.O[C@H](C1C=CC=CC=1)C([O-])=O.[CH3:58][C:59]1([CH3:70])[CH2:68][C@@H:67]([NH2:69])[C:66]2[C:61](=[CH:62][CH:63]=[CH:64][CH:65]=2)[O:60]1.Cl. The yield is 0.880. The catalyst is CCOC(C)=O.C(#N)C. The product is [CH3:58][C:59]1([CH3:70])[CH2:68][C@@H:67]([NH:69][C:3]([NH:25][C:26]2[CH:35]=[CH:34][CH:33]=[C:32]3[C:27]=2[CH2:28][NH:29][C:30](=[O:37])[N:31]3[CH3:36])=[O:4])[C:66]2[C:61](=[CH:62][CH:63]=[CH:64][CH:65]=2)[O:60]1. (5) The reactants are [NH2:1][C:2]1[CH:14]=[C:13]([N:15]2[CH2:20][CH2:19][N:18]([CH3:21])[CH2:17][CH2:16]2)[CH:12]=[CH:11][C:3]=1[C:4]([O:6][C:7]([CH3:10])([CH3:9])[CH3:8])=[O:5].[CH3:22][N:23]1[CH2:28][CH2:27][CH2:26][CH2:25][C:24]1=O.FC(F)(F)C(O)=O.C(O[BH-](OC(=O)C)OC(=O)C)(=O)C.[Na+].C([O-])(O)=O.[Na+]. The catalyst is O1CCOCC1. The product is [CH3:21][N:18]1[CH2:19][CH2:20][N:15]([C:13]2[CH:12]=[CH:11][C:3]([C:4]([O:6][C:7]([CH3:10])([CH3:9])[CH3:8])=[O:5])=[C:2]([NH:1][CH:26]3[CH2:27][CH2:28][N:23]([CH3:22])[CH2:24][CH2:25]3)[CH:14]=2)[CH2:16][CH2:17]1. The yield is 0.510. (6) The reactants are [C:1]([C:5]1[N:6]=[C:7]2[C:12]([CH2:13][OH:14])=[CH:11][CH:10]=[CH:9][N:8]2[CH:15]=1)([CH3:4])([CH3:3])[CH3:2].[K+].[Br-]. No catalyst specified. The product is [C:1]([C:5]1[N:6]=[C:7]2[C:12]([CH:13]=[O:14])=[CH:11][CH:10]=[CH:9][N:8]2[CH:15]=1)([CH3:4])([CH3:2])[CH3:3]. The yield is 0.770. (7) The reactants are O.[NH2:2][NH2:3].[F:4][C:5]([F:16])([F:15])[C:6]([C:8]1[C:9](F)=[N:10][CH:11]=[CH:12][CH:13]=1)=O. The catalyst is C(O)C. The product is [F:4][C:5]([F:16])([F:15])[C:6]1[C:8]2[C:9](=[N:10][CH:11]=[CH:12][CH:13]=2)[NH:3][N:2]=1. The yield is 0.850. (8) The catalyst is CCOC(C)=O.CCOCC. The yield is 0.780. The product is [CH3:1][C:2]1[C:3]([C:7]([O:9][CH3:10])=[O:8])=[CH:4][S:5][CH:6]=1. The reactants are [CH3:1][C:2]1[C:3]([C:7]([OH:9])=[O:8])=[CH:4][S:5][CH:6]=1.[CH3:10]O.OS(O)(=O)=O. (9) The reactants are CC(C)([O-])C.[K+].O[CH:8](S([O-])(=O)=O)[CH2:9][CH2:10][C:11]1[CH:16]=[CH:15][C:14]([C:17]2[CH:22]=[CH:21][CH:20]=[CH:19][CH:18]=2)=[C:13]([CH3:23])[CH:12]=1.[Na+:28].[C:29]([O:33][C:34](=[O:48])[CH2:35][CH:36](P(OCC)(OCC)=O)[C:37]([OH:39])=[O:38])([CH3:32])([CH3:31])[CH3:30].C(O)(=O)CC(CC(O)=O)(C(O)=O)O.[OH-].[Na+].C(=O)(O)[O-].[Na+]. The catalyst is C1COCC1.C(O)(C)(C)C.O. The product is [Na+:28].[C:29]([O:33][C:34](=[O:48])[CH2:35]/[C:36](=[CH:8]\[CH2:9][CH2:10][C:11]1[CH:16]=[CH:15][C:14]([C:17]2[CH:22]=[CH:21][CH:20]=[CH:19][CH:18]=2)=[C:13]([CH3:23])[CH:12]=1)/[C:37]([O-:39])=[O:38])([CH3:32])([CH3:30])[CH3:31]. The yield is 0.430.